From a dataset of Full USPTO retrosynthesis dataset with 1.9M reactions from patents (1976-2016). Predict the reactants needed to synthesize the given product. (1) The reactants are: [CH2:1]([O:3][C:4]([C:6]1[CH:7]=[N:8][N:9]([C:12]2[C:17](Cl)=[CH:16][C:15]([Cl:19])=[CH:14][N:13]=2)[C:10]=1[CH3:11])=[O:5])[CH3:2].[CH3:20]B(O)O.P([O-])([O-])([O-])=O.[K+].[K+].[K+].[Cl-].[NH4+]. Given the product [CH2:1]([O:3][C:4]([C:6]1[CH:7]=[N:8][N:9]([C:12]2[C:17]([CH3:20])=[CH:16][C:15]([Cl:19])=[CH:14][N:13]=2)[C:10]=1[CH3:11])=[O:5])[CH3:2], predict the reactants needed to synthesize it. (2) Given the product [NH2:45][C:38]1[C:39]2[C:44](=[CH:43][CH:42]=[CH:41][CH:40]=2)[C:35]([O:34][C:32]2[CH:31]=[CH:30][N:29]=[C:28]([NH:27][C:12]3[CH:13]=[C:14]([CH:15]=[C:10]([C:8]#[CH:9])[CH:11]=3)[C:16]([NH:17][CH2:18][CH2:19][N:20]3[CH2:25][CH2:24][O:23][CH2:22][CH2:21]3)=[O:26])[N:33]=2)=[CH:36][CH:37]=1, predict the reactants needed to synthesize it. The reactants are: C(O)(C(F)(F)F)=O.[C:8]([C:10]1[CH:11]=[C:12]([NH:27][C:28]2[N:33]=[C:32]([O:34][C:35]3[C:44]4[C:39](=[CH:40][CH:41]=[CH:42][CH:43]=4)[C:38]([NH:45]C(=O)OC(C)(C)C)=[CH:37][CH:36]=3)[CH:31]=[CH:30][N:29]=2)[CH:13]=[C:14]([C:16](=[O:26])[NH:17][CH2:18][CH2:19][N:20]2[CH2:25][CH2:24][O:23][CH2:22][CH2:21]2)[CH:15]=1)#[CH:9].O.C(=O)([O-])[O-].[K+].[K+]. (3) Given the product [F:32][C:33]1[CH:47]=[CH:46][CH:45]=[CH:44][C:34]=1[O:35][C:36]1[CH:37]=[C:38]([CH2:39][NH:40][C:4](=[O:6])[C:3]2[CH:7]=[CH:8][CH:9]=[N:10][C:2]=2[NH2:1])[CH:41]=[CH:42][CH:43]=1, predict the reactants needed to synthesize it. The reactants are: [NH2:1][C:2]1[N:10]=[CH:9][CH:8]=[CH:7][C:3]=1[C:4]([OH:6])=O.ON1C2C=CC=CC=2N=N1.CCN=C=NCCCN(C)C.[F:32][C:33]1[CH:47]=[CH:46][CH:45]=[CH:44][C:34]=1[O:35][C:36]1[CH:37]=[C:38]([CH:41]=[CH:42][CH:43]=1)[CH2:39][NH2:40].C(=O)(O)[O-].[Na+]. (4) Given the product [CH3:1][CH2:2][CH2:3][CH2:4][C:5]1[N:9]([CH2:10][C:11]2[CH:12]=[CH:13][C:14]([C:17]([OH:19])=[O:18])=[CH:15][CH:16]=2)[C:8](/[CH:20]=[C:21](/[C:28]([OH:30])=[O:29])\[CH2:22][C:23]2[S:27][CH:26]=[CH:25][CH:24]=2)=[CH:7][N:6]=1, predict the reactants needed to synthesize it. The reactants are: [CH3:1][CH2:2][CH2:3][CH2:4][C:5]1[N:9]([CH2:10][C:11]2[CH:12]=[CH:13][C:14]([C:17]([OH:19])=[O:18])=[CH:15][CH:16]=2)[C:8](/[CH:20]=[C:21](/[C:28]([OH:30])=[O:29])\[CH2:22][C:23]2[S:27][CH:26]=[CH:25][CH:24]=2)=[CH:7][N:6]=1.C([O-])(=O)C.[OH-].[Na+]. (5) Given the product [CH3:30][S:31]([O:29][C@H:26]1[CH2:27][CH2:28][C@H:23]([CH2:22][CH2:21][O:20][C:1]([C:8]2[CH:13]=[CH:12][CH:11]=[CH:10][CH:9]=2)([C:14]2[CH:15]=[CH:16][CH:17]=[CH:18][CH:19]=2)[C:2]2[CH:3]=[CH:4][CH:5]=[CH:6][CH:7]=2)[CH2:24][CH2:25]1)(=[O:33])=[O:32], predict the reactants needed to synthesize it. The reactants are: [C:1]([O:20][CH2:21][CH2:22][C@H:23]1[CH2:28][CH2:27][C@H:26]([OH:29])[CH2:25][CH2:24]1)([C:14]1[CH:19]=[CH:18][CH:17]=[CH:16][CH:15]=1)([C:8]1[CH:13]=[CH:12][CH:11]=[CH:10][CH:9]=1)[C:2]1[CH:7]=[CH:6][CH:5]=[CH:4][CH:3]=1.[CH3:30][S:31](Cl)(=[O:33])=[O:32]. (6) The reactants are: [OH:1][C@@:2]1([C:9]#[C:10][C:11]2[CH:12]=[C:13]([C:17]3[N:22]=[C:21]([C:23]([O:25]CC)=O)[CH:20]=[C:19]([C:28]4[CH:33]=[N:32][CH:31]=[CH:30][N:29]=4)[N:18]=3)[CH:14]=[CH:15][CH:16]=2)[CH2:6][CH2:5][N:4]([CH3:7])[C:3]1=[O:8].[NH3:34]. Given the product [OH:1][C@@:2]1([C:9]#[C:10][C:11]2[CH:12]=[C:13]([C:17]3[N:22]=[C:21]([C:23]([NH2:34])=[O:25])[CH:20]=[C:19]([C:28]4[CH:33]=[N:32][CH:31]=[CH:30][N:29]=4)[N:18]=3)[CH:14]=[CH:15][CH:16]=2)[CH2:6][CH2:5][N:4]([CH3:7])[C:3]1=[O:8], predict the reactants needed to synthesize it. (7) Given the product [CH:9]([O:8][C:7]1[N:6]=[CH:5][C:4]([OH:12])=[CH:3][CH:2]=1)([CH3:11])[CH3:10], predict the reactants needed to synthesize it. The reactants are: Cl[C:2]1[CH:3]=[C:4]([OH:12])[CH:5]=[N:6][C:7]=1[O:8][CH:9]([CH3:11])[CH3:10].C([O-])=O.[NH4+].